Dataset: Reaction yield outcomes from USPTO patents with 853,638 reactions. Task: Predict the reaction yield, written as a fraction of the theoretical maximum amount of product (1.0 means a 100% yield; for example, 0.34 means a 34% yield). (1) The reactants are I[C:2]1[CH:3]=[C:4]([O:21][C:22]([F:25])([F:24])[F:23])[CH:5]=[C:6]2[C:11]=1[O:10][CH:9]([C:12]([F:15])([F:14])[F:13])[C:8](C(OCC)=O)=[CH:7]2.[CH3:26][CH2:27]OCC.C1C=CC(P(C2C=CC=CC=2)CCCP(C2C=CC=CC=2)C2C=CC=CC=2)=CC=1.[C:60]([O-:63])([O-])=[O:61].[K+].[K+].Cl.[OH2:67]. The catalyst is CN(C=O)C.CC([O-])=O.CC([O-])=O.[Pd+2]. The product is [C:26]([C:2]1[CH:3]=[C:4]([O:21][C:22]([F:24])([F:25])[F:23])[CH:5]=[C:6]2[C:11]=1[O:10][CH:9]([C:12]([F:14])([F:15])[F:13])[C:8]([C:60]([OH:63])=[O:61])=[CH:7]2)(=[O:67])[CH3:27]. The yield is 0.470. (2) The reactants are [Li+].[OH-].C[O:4][C:5]([C:7]([CH3:51])([CH3:50])[CH2:8][O:9][C:10]([N:12]1[C:21]2[C:16](=[N:17][C:18]([C:22]([F:25])([F:24])[F:23])=[CH:19][CH:20]=2)[C@@H:15]([N:26]([CH2:33][C:34]2[CH:39]=[C:38]([C:40]([F:43])([F:42])[F:41])[CH:37]=[C:36]([C:44]([F:47])([F:46])[F:45])[CH:35]=2)[C:27]2[N:28]=[N:29][N:30]([CH3:32])[N:31]=2)[CH2:14][C@H:13]1[CH2:48][CH3:49])=[O:11])=[O:6].Cl. The catalyst is C1COCC1. The product is [C:5]([C:7]([CH3:50])([CH3:51])[CH2:8][O:9][C:10]([N:12]1[C:21]2[C:16](=[N:17][C:18]([C:22]([F:25])([F:24])[F:23])=[CH:19][CH:20]=2)[C@@H:15]([N:26]([CH2:33][C:34]2[CH:35]=[C:36]([C:44]([F:47])([F:45])[F:46])[CH:37]=[C:38]([C:40]([F:41])([F:42])[F:43])[CH:39]=2)[C:27]2[N:28]=[N:29][N:30]([CH3:32])[N:31]=2)[CH2:14][C@H:13]1[CH2:48][CH3:49])=[O:11])([OH:6])=[O:4]. The yield is 0.200. (3) The reactants are [F:1][C:2]1[CH:7]=[CH:6][C:5]([O:8][C:9]2[CH:10]=[N:11][C:12]([N+:15]([O-])=O)=[CH:13][CH:14]=2)=[CH:4][C:3]=1[NH:18][C:19]([NH:21][C:22]1[N:26]([C:27]2[CH:28]=[C:29]3[C:34](=[CH:35][CH:36]=2)[N:33]=[CH:32][CH:31]=[CH:30]3)[N:25]=[C:24]([CH:37]([CH3:39])[CH3:38])[CH:23]=1)=[O:20].[NH4+].[Cl-]. The catalyst is CO.[Zn]. The product is [NH2:15][C:12]1[N:11]=[CH:10][C:9]([O:8][C:5]2[CH:6]=[CH:7][C:2]([F:1])=[C:3]([NH:18][C:19]([NH:21][C:22]3[N:26]([C:27]4[CH:28]=[C:29]5[C:34](=[CH:35][CH:36]=4)[N:33]=[CH:32][CH:31]=[CH:30]5)[N:25]=[C:24]([CH:37]([CH3:38])[CH3:39])[CH:23]=3)=[O:20])[CH:4]=2)=[CH:14][CH:13]=1. The yield is 0.410. (4) The reactants are [OH:1][CH2:2][C:3]1[CH:4]=[C:5]2[C:10](=[CH:11][CH:12]=1)[CH:9]([C:13]([O:15][CH2:16][CH3:17])=[O:14])[N:8]([C:18]([O:20][C:21]([CH3:24])([CH3:23])[CH3:22])=[O:19])[CH2:7][CH2:6]2.[CH3:25][S:26](Cl)(=[O:28])=[O:27].C1COCC1. The catalyst is O. The product is [CH3:25][S:26]([O:1][CH2:2][C:3]1[CH:4]=[C:5]2[C:10](=[CH:11][CH:12]=1)[CH:9]([C:13]([O:15][CH2:16][CH3:17])=[O:14])[N:8]([C:18]([O:20][C:21]([CH3:23])([CH3:22])[CH3:24])=[O:19])[CH2:7][CH2:6]2)(=[O:28])=[O:27]. The yield is 1.04. (5) The reactants are Br[C:2]1[CH:8]=[CH:7][C:5]([NH2:6])=[C:4]([CH3:9])[CH:3]=1.[CH3:10][PH:11](=[O:13])[CH3:12].P([O-])([O-])([O-])=O.[K+].[K+].[K+]. The catalyst is CN(C=O)C.C([O-])(=O)C.[Pd+2].C([O-])(=O)C.CC1(C)C2C(=C(P(C3C=CC=CC=3)C3C=CC=CC=3)C=CC=2)OC2C(P(C3C=CC=CC=3)C3C=CC=CC=3)=CC=CC1=2. The product is [CH3:10][P:11]([C:2]1[CH:8]=[CH:7][C:5]([NH2:6])=[C:4]([CH3:9])[CH:3]=1)([CH3:12])=[O:13]. The yield is 0.850.